This data is from Reaction yield outcomes from USPTO patents with 853,638 reactions. The task is: Predict the reaction yield, written as a fraction of the theoretical maximum amount of product (1.0 means a 100% yield; for example, 0.34 means a 34% yield). The reactants are C([Si](C)(C)[O:6][CH2:7][C@H:8]([O:12][C:13]1[CH:36]=[CH:35][C:16]2[C:17]3[N:21]([CH2:22][CH2:23][O:24][C:15]=2[CH:14]=1)[CH:20]=[C:19]([C:25]1[N:26]([CH2:30][C:31]([F:34])([F:33])[F:32])[N:27]=[CH:28][N:29]=1)[N:18]=3)[C:9]([NH2:11])=[O:10])(C)(C)C.CCCC[N+](CCCC)(CCCC)CCCC.[F-]. The catalyst is C1COCC1.C(OCC)(=O)C.O. The product is [OH:6][CH2:7][C@H:8]([O:12][C:13]1[CH:36]=[CH:35][C:16]2[C:17]3[N:21]([CH:20]=[C:19]([C:25]4[N:26]([CH2:30][C:31]([F:32])([F:33])[F:34])[N:27]=[CH:28][N:29]=4)[N:18]=3)[CH2:22][CH2:23][O:24][C:15]=2[CH:14]=1)[C:9]([NH2:11])=[O:10]. The yield is 0.560.